Dataset: Forward reaction prediction with 1.9M reactions from USPTO patents (1976-2016). Task: Predict the product of the given reaction. Given the reactants C([N:8]1[C@@H:13]([CH3:14])[CH2:12][C:11](=[O:15])[CH2:10][C@@H:9]1[CH3:16])C1C=CC=CC=1, predict the reaction product. The product is: [CH3:16][C@H:9]1[CH2:10][C:11](=[O:15])[CH2:12][C@H:13]([CH3:14])[NH:8]1.